From a dataset of Peptide-MHC class I binding affinity with 185,985 pairs from IEDB/IMGT. Regression. Given a peptide amino acid sequence and an MHC pseudo amino acid sequence, predict their binding affinity value. This is MHC class I binding data. (1) The peptide sequence is FTLPSVNNA. The MHC is Mamu-B6601 with pseudo-sequence Mamu-B6601. The binding affinity (normalized) is 0.114. (2) The peptide sequence is TLIQYRQQL. The MHC is HLA-A02:01 with pseudo-sequence HLA-A02:01. The binding affinity (normalized) is 0.547. (3) The peptide sequence is AARILSEKR. The MHC is HLA-A33:01 with pseudo-sequence HLA-A33:01. The binding affinity (normalized) is 0.355. (4) The peptide sequence is AILLVAVSF. The MHC is HLA-A32:01 with pseudo-sequence HLA-A32:01. The binding affinity (normalized) is 0.126. (5) The peptide sequence is YDRLASTVI. The MHC is HLA-A24:02 with pseudo-sequence HLA-A24:02. The binding affinity (normalized) is 0.277. (6) The peptide sequence is PVVTAHIEG. The MHC is Mamu-B03 with pseudo-sequence Mamu-B03. The binding affinity (normalized) is 0. (7) The peptide sequence is DTPGGYCL. The MHC is Mamu-A01 with pseudo-sequence Mamu-A01. The binding affinity (normalized) is 0.520.